This data is from Forward reaction prediction with 1.9M reactions from USPTO patents (1976-2016). The task is: Predict the product of the given reaction. (1) Given the reactants [CH3:1][O:2][C:3](=[O:24])[CH2:4][C:5]1[CH:6]=[C:7]([C:12]2[CH:17]=[C:16]([O:18][CH3:19])[CH:15]=[CH:14][C:13]=2[CH2:20][NH:21][CH2:22][CH3:23])[CH:8]=[C:9]([Cl:11])[CH:10]=1.[CH:25]1([C:28](Cl)=[O:29])[CH2:27][CH2:26]1, predict the reaction product. The product is: [CH3:1][O:2][C:3](=[O:24])[CH2:4][C:5]1[CH:6]=[C:7]([C:12]2[CH:17]=[C:16]([O:18][CH3:19])[CH:15]=[CH:14][C:13]=2[CH2:20][N:21]([C:28]([CH:25]2[CH2:27][CH2:26]2)=[O:29])[CH2:22][CH3:23])[CH:8]=[C:9]([Cl:11])[CH:10]=1. (2) Given the reactants Br[C:2]1[C:7]([F:8])=[CH:6][CH:5]=[C:4]([CH3:9])[N:3]=1.[F:10][C:11]1[CH:16]=[CH:15][CH:14]=[C:13]([F:17])[C:12]=1B(O)O.[F-].[K+].C(P(C(C)(C)C)C(C)(C)C)(C)(C)C.[BH4-].[Na+], predict the reaction product. The product is: [F:10][C:11]1[CH:16]=[CH:15][CH:14]=[C:13]([F:17])[C:12]=1[C:2]1[C:7]([F:8])=[CH:6][CH:5]=[C:4]([CH3:9])[N:3]=1. (3) Given the reactants C([O:14][C:15]([C:17]1([O:20]/[N:21]=[C:22](/[C:61]2[N:62]=[C:63]([NH:66]C(OC(C)(C)C)=O)[S:64][CH:65]=2)\[C:23]([NH:25][C@@H:26]2[C:29](=[O:30])[N:28]([S:31]([OH:34])(=[O:33])=[O:32])[C@@H:27]2[CH2:35][N:36]2[N:40]=[C:39]([CH2:41][N:42](C(OC(C)(C)C)=O)[CH2:43][CH2:44][CH2:45][NH:46]C(OC(C)(C)C)=O)[CH:38]=[N:37]2)=[O:24])[CH2:19][CH2:18]1)=[O:16])(C1C=CC=CC=1)C1C=CC=CC=1.C(O)(C(F)(F)F)=O, predict the reaction product. The product is: [NH2:46][CH2:45][CH2:44][CH2:43][NH:42][CH2:41][C:39]1[CH:38]=[N:37][N:36]([CH2:35][C@@H:27]2[C@H:26]([NH:25][C:23](=[O:24])/[C:22](=[N:21]\[O:20][C:17]3([C:15]([OH:16])=[O:14])[CH2:18][CH2:19]3)/[C:61]3[N:62]=[C:63]([NH2:66])[S:64][CH:65]=3)[C:29](=[O:30])[N:28]2[S:31]([OH:34])(=[O:32])=[O:33])[N:40]=1. (4) Given the reactants [NH2:1][C:2]1[C:3]([Cl:25])=[C:4]([C:21]([CH3:24])=[CH:22][CH:23]=1)[O:5][C:6]1[CH:7]=[CH:8][C:9]2[N:10]([CH:12]=[C:13]([NH:15][C:16]([CH:18]3[CH2:20][CH2:19]3)=[O:17])[N:14]=2)[N:11]=1.[F:26][C:27]([F:38])([F:37])[C:28]1[CH:29]=[C:30]([CH:34]=[CH:35][CH:36]=1)[C:31](Cl)=[O:32], predict the reaction product. The product is: [Cl:25][C:3]1[C:4]([O:5][C:6]2[CH:7]=[CH:8][C:9]3[N:10]([CH:12]=[C:13]([NH:15][C:16]([CH:18]4[CH2:19][CH2:20]4)=[O:17])[N:14]=3)[N:11]=2)=[C:21]([CH3:24])[CH:22]=[CH:23][C:2]=1[NH:1][C:31](=[O:32])[C:30]1[CH:34]=[CH:35][CH:36]=[C:28]([C:27]([F:26])([F:37])[F:38])[CH:29]=1. (5) Given the reactants Cl[C:2]1[N:7]=[N:6][CH:5]=[C:4]([OH:8])[CH:3]=1.[NH:9]1[CH2:13][CH2:12][CH2:11][CH2:10]1, predict the reaction product. The product is: [N:9]1([C:2]2[N:7]=[N:6][CH:5]=[C:4]([OH:8])[CH:3]=2)[CH2:13][CH2:12][CH2:11][CH2:10]1.